This data is from Peptide-MHC class I binding affinity with 185,985 pairs from IEDB/IMGT. The task is: Regression. Given a peptide amino acid sequence and an MHC pseudo amino acid sequence, predict their binding affinity value. This is MHC class I binding data. (1) The peptide sequence is KTHSFTLGF. The MHC is HLA-A02:03 with pseudo-sequence HLA-A02:03. The binding affinity (normalized) is 0.0847. (2) The peptide sequence is FALKKLIIDR. The MHC is HLA-A68:01 with pseudo-sequence HLA-A68:01. The binding affinity (normalized) is 0.417.